This data is from NCI-60 drug combinations with 297,098 pairs across 59 cell lines. The task is: Regression. Given two drug SMILES strings and cell line genomic features, predict the synergy score measuring deviation from expected non-interaction effect. (1) Drug 1: CCC1(CC2CC(C3=C(CCN(C2)C1)C4=CC=CC=C4N3)(C5=C(C=C6C(=C5)C78CCN9C7C(C=CC9)(C(C(C8N6C)(C(=O)OC)O)OC(=O)C)CC)OC)C(=O)OC)O.OS(=O)(=O)O. Drug 2: C1CC(=O)NC(=O)C1N2C(=O)C3=CC=CC=C3C2=O. Cell line: HS 578T. Synergy scores: CSS=7.22, Synergy_ZIP=2.17, Synergy_Bliss=8.79, Synergy_Loewe=3.32, Synergy_HSA=4.56. (2) Drug 1: C1=NC2=C(N=C(N=C2N1C3C(C(C(O3)CO)O)O)F)N. Drug 2: COCCOC1=C(C=C2C(=C1)C(=NC=N2)NC3=CC=CC(=C3)C#C)OCCOC.Cl. Cell line: SR. Synergy scores: CSS=24.2, Synergy_ZIP=-0.626, Synergy_Bliss=-7.08, Synergy_Loewe=-18.5, Synergy_HSA=-6.92. (3) Drug 2: C1=C(C(=O)NC(=O)N1)F. Synergy scores: CSS=41.4, Synergy_ZIP=-7.75, Synergy_Bliss=-11.5, Synergy_Loewe=-7.20, Synergy_HSA=-6.35. Drug 1: CNC(=O)C1=CC=CC=C1SC2=CC3=C(C=C2)C(=NN3)C=CC4=CC=CC=N4. Cell line: KM12. (4) Drug 1: CS(=O)(=O)C1=CC(=C(C=C1)C(=O)NC2=CC(=C(C=C2)Cl)C3=CC=CC=N3)Cl. Drug 2: CC12CCC3C(C1CCC2=O)CC(=C)C4=CC(=O)C=CC34C. Cell line: DU-145. Synergy scores: CSS=52.3, Synergy_ZIP=-0.481, Synergy_Bliss=2.57, Synergy_Loewe=1.55, Synergy_HSA=1.18. (5) Drug 1: C1=C(C(=O)NC(=O)N1)F. Drug 2: CS(=O)(=O)OCCCCOS(=O)(=O)C. Cell line: MOLT-4. Synergy scores: CSS=62.9, Synergy_ZIP=6.90, Synergy_Bliss=3.50, Synergy_Loewe=2.64, Synergy_HSA=6.22. (6) Drug 1: C1CCC(CC1)NC(=O)N(CCCl)N=O. Drug 2: CC1=C(C=C(C=C1)C(=O)NC2=CC(=CC(=C2)C(F)(F)F)N3C=C(N=C3)C)NC4=NC=CC(=N4)C5=CN=CC=C5. Cell line: SK-OV-3. Synergy scores: CSS=7.70, Synergy_ZIP=-2.51, Synergy_Bliss=-0.581, Synergy_Loewe=-2.19, Synergy_HSA=-1.18. (7) Drug 1: C1CC(=O)NC(=O)C1N2CC3=C(C2=O)C=CC=C3N. Drug 2: CC(CN1CC(=O)NC(=O)C1)N2CC(=O)NC(=O)C2. Cell line: HOP-62. Synergy scores: CSS=17.0, Synergy_ZIP=-1.85, Synergy_Bliss=5.65, Synergy_Loewe=6.37, Synergy_HSA=7.64.